This data is from Catalyst prediction with 721,799 reactions and 888 catalyst types from USPTO. The task is: Predict which catalyst facilitates the given reaction. Reactant: [CH3:1][N:2]1[CH:6]=[CH:5][CH:4]=[C:3]1[C:7]([OH:9])=O.[CH3:10]N(C(ON1N=NC2C=CC=NC1=2)=[N+](C)C)C.F[P-](F)(F)(F)(F)F.CCN(C(C)C)C(C)C.Cl.N1[C:53]2[CH2:52][CH2:51][NH:50][CH2:49][C:48]=2[CH:47]=[CH:46][C:45]=1[C:54]([O:56][CH3:57])=[O:55]. Product: [CH3:1][N:2]1[CH:6]=[CH:5][CH:4]=[C:3]1[C:7]([N:50]1[CH2:51][CH2:52][C:53]2[C:48](=[CH:47][CH:46]=[C:45]([C:54]([O:56][CH3:57])=[O:55])[CH:10]=2)[CH2:49]1)=[O:9]. The catalyst class is: 3.